This data is from Forward reaction prediction with 1.9M reactions from USPTO patents (1976-2016). The task is: Predict the product of the given reaction. (1) The product is: [Br:10][C:9]1[C:2]([NH:1][C:24]2[CH2:25][N:21]([CH:16]3[CH2:20][CH2:19][CH2:18][CH2:17]3)[C:22](=[O:28])[CH:23]=2)=[C:3]([CH:6]=[CH:7][CH:8]=1)[C:4]#[N:5]. Given the reactants [NH2:1][C:2]1[C:9]([Br:10])=[CH:8][CH:7]=[CH:6][C:3]=1[C:4]#[N:5].CS(O)(=O)=O.[CH:16]1([N:21]2[CH2:25][C:24](OC)=[CH:23][C:22]2=[O:28])[CH2:20][CH2:19][CH2:18][CH2:17]1, predict the reaction product. (2) Given the reactants [CH2:1]([O:3][C:4](=[O:25])[C:5]1[CH:10]=[CH:9][CH:8]=[C:7]([N:11]2[C:15]([CH3:16])=[CH:14][CH:13]=[C:12]2[C:17]2[CH:22]=[C:21]([Cl:23])[CH:20]=[CH:19][C:18]=2[OH:24])[CH:6]=1)[CH3:2].[Cl:26][C:27]1[CH:28]=[C:29]([CH:32]=[CH:33][C:34]=1[Cl:35])[CH2:30]Br.C(=O)([O-])[O-].[K+].[K+], predict the reaction product. The product is: [CH2:1]([O:3][C:4](=[O:25])[C:5]1[CH:10]=[CH:9][CH:8]=[C:7]([N:11]2[C:15]([CH3:16])=[CH:14][CH:13]=[C:12]2[C:17]2[CH:22]=[C:21]([Cl:23])[CH:20]=[CH:19][C:18]=2[O:24][CH2:30][C:29]2[CH:32]=[CH:33][C:34]([Cl:35])=[C:27]([Cl:26])[CH:28]=2)[CH:6]=1)[CH3:2]. (3) Given the reactants Cl.C[O:3][C:4](=[O:38])[C:5]1[CH:10]=[CH:9][C:8]([O:11][C:12]2[CH:17]=[CH:16][C:15]([CH2:18][C@H:19]([NH2:37])[C:20]3[N:21]([CH2:33][CH2:34][CH2:35][CH3:36])[CH:22]=[C:23]([C:25]4[CH:30]=[CH:29][C:28]([Cl:31])=[CH:27][C:26]=4[Cl:32])[N:24]=3)=[CH:14][CH:13]=2)=[CH:7][CH:6]=1.[F:39][C:40]1[CH:41]=[C:42]([CH2:48][C:49](O)=[O:50])[CH:43]=[CH:44][C:45]=1[O:46][CH3:47], predict the reaction product. The product is: [CH2:33]([N:21]1[CH:22]=[C:23]([C:25]2[CH:30]=[CH:29][C:28]([Cl:31])=[CH:27][C:26]=2[Cl:32])[N:24]=[C:20]1[C@@H:19]([NH:37][C:49](=[O:50])[CH2:48][C:42]1[CH:43]=[CH:44][C:45]([O:46][CH3:47])=[C:40]([F:39])[CH:41]=1)[CH2:18][C:15]1[CH:14]=[CH:13][C:12]([O:11][C:8]2[CH:9]=[CH:10][C:5]([C:4]([OH:3])=[O:38])=[CH:6][CH:7]=2)=[CH:17][CH:16]=1)[CH2:34][CH2:35][CH3:36]. (4) Given the reactants [F:1][C:2]1[CH:38]=[N:37][C:5]2[N:6]([C:30]3[CH:35]=[CH:34][CH:33]=[C:32](I)[CH:31]=3)[C:7](=[O:29])[N:8]([C@@H:11]3[CH2:16][CH2:15][C@H:14]([NH:17][C:18]([C:20]4[N:21]=[C:22]5[CH2:27][CH2:26][CH2:25][CH2:24][N:23]5[CH:28]=4)=[O:19])[CH2:13][CH2:12]3)[C:9](=[O:10])[C:4]=2[CH:3]=1.[CH:39]([C:41]1[CH:46]=[CH:45][C:44](B(O)O)=[CH:43][CH:42]=1)=[O:40], predict the reaction product. The product is: [F:1][C:2]1[CH:38]=[N:37][C:5]2[N:6]([C:30]3[CH:31]=[C:32]([C:44]4[CH:45]=[CH:46][C:41]([CH:39]=[O:40])=[CH:42][CH:43]=4)[CH:33]=[CH:34][CH:35]=3)[C:7](=[O:29])[N:8]([C@@H:11]3[CH2:16][CH2:15][C@H:14]([NH:17][C:18]([C:20]4[N:21]=[C:22]5[CH2:27][CH2:26][CH2:25][CH2:24][N:23]5[CH:28]=4)=[O:19])[CH2:13][CH2:12]3)[C:9](=[O:10])[C:4]=2[CH:3]=1. (5) Given the reactants [Br:1][C:2]1[CH:7]=[CH:6][C:5](B(O)O)=[CH:4][CH:3]=1.I[C:12]1[CH:17]=[CH:16][CH:15]=[CH:14][N:13]=1.C(=O)([O-])[O-].[Na+].[Na+].B(O)O, predict the reaction product. The product is: [Br:1][C:2]1[CH:7]=[CH:6][C:5]([C:12]2[CH:17]=[CH:16][CH:15]=[CH:14][N:13]=2)=[CH:4][CH:3]=1. (6) Given the reactants [CH2:1]([N:4]([CH2:12][CH:13]=[CH2:14])[C:5](=[O:11])[O:6][C:7]([CH3:10])([CH3:9])[CH3:8])C=C, predict the reaction product. The product is: [N:4]1([C:5]([O:6][C:7]([CH3:8])([CH3:9])[CH3:10])=[O:11])[CH2:1][CH:14]=[CH:13][CH2:12]1. (7) Given the reactants C([O:5][C:6](=[O:17])[C:7]1[CH:12]=[C:11]([CH2:13][CH3:14])[N:10]=[C:9]([CH2:15][CH3:16])[CH:8]=1)(C)(C)C.[ClH:18], predict the reaction product. The product is: [ClH:18].[CH2:13]([C:11]1[CH:12]=[C:7]([CH:8]=[C:9]([CH2:15][CH3:16])[N:10]=1)[C:6]([OH:17])=[O:5])[CH3:14]. (8) Given the reactants [CH:1]1([C:4](Cl)=[O:5])[CH2:3][CH2:2]1.[N:7]1[C:17]2[N:16]3[CH2:18][CH2:19][N:20]([C:22]([O:24][C:25]([CH3:28])([CH3:27])[CH3:26])=[O:23])[CH2:21][CH:15]3[CH2:14][CH2:13][NH:12][C:11]=2[CH:10]=[CH:9][CH:8]=1, predict the reaction product. The product is: [CH:1]1([C:4]([N:12]2[CH2:13][CH2:14][CH:15]3[CH2:21][N:20]([C:22]([O:24][C:25]([CH3:28])([CH3:27])[CH3:26])=[O:23])[CH2:19][CH2:18][N:16]3[C:17]3[N:7]=[CH:8][CH:9]=[CH:10][C:11]2=3)=[O:5])[CH2:3][CH2:2]1. (9) Given the reactants [N:1]1([C:6]2[C:7]([C:15]([F:18])([F:17])[F:16])=[N:8][C:9]([CH:12]=[N:13][OH:14])=[N:10][CH:11]=2)[CH:5]=[N:4][CH:3]=[N:2]1.[Cl:19][C:20]1[CH:25]=[C:24]([C:26]([C:28]([F:31])([F:30])[F:29])=[CH2:27])[CH:23]=[C:22]([Cl:32])[CH:21]=1.ClN1C(=O)C[CH2:36][C:35]1=O.C(=O)([O-])[O-].[K+].[K+], predict the reaction product. The product is: [CH2:35]([C:11]1[N:10]=[C:9]([C:12]2[CH2:27][C:26]([C:24]3[CH:25]=[C:20]([Cl:19])[CH:21]=[C:22]([Cl:32])[CH:23]=3)([C:28]([F:29])([F:30])[F:31])[O:14][N:13]=2)[N:8]=[C:7]([C:15]([F:18])([F:16])[F:17])[C:6]=1[N:1]1[CH:5]=[N:4][CH:3]=[N:2]1)[CH3:36]. (10) Given the reactants Cl[CH2:2][C:3]1[C:4]([C:8]2[CH:13]=[CH:12][C:11]([C:14]([F:17])([F:16])[F:15])=[CH:10][CH:9]=2)=[N:5][O:6][CH:7]=1.C(OCC)(=O)[CH2:19][C:20]([O:22]CC)=[O:21].[H-].[Na+].Cl, predict the reaction product. The product is: [F:15][C:14]([F:17])([F:16])[C:11]1[CH:12]=[CH:13][C:8]([C:4]2[C:3]([CH2:2][CH2:19][C:20]([OH:22])=[O:21])=[CH:7][O:6][N:5]=2)=[CH:9][CH:10]=1.